Dataset: Forward reaction prediction with 1.9M reactions from USPTO patents (1976-2016). Task: Predict the product of the given reaction. (1) Given the reactants [CH3:1][O:2][C:3]1[CH:4]=[C:5]2[C:10](=[CH:11][C:12]=1[O:13][CH3:14])[N:9]=[CH:8][CH:7]=[C:6]2[O:15][C:16]1[CH:22]=[CH:21][C:19]([NH2:20])=[C:18]([F:23])[CH:17]=1.C(O)C.[CH3:27][C:28]1[CH:33]=[CH:32][CH:31]=[CH:30][C:29]=1[C:34]([N:36]=[C:37]=[S:38])=[O:35], predict the reaction product. The product is: [CH3:1][O:2][C:3]1[CH:4]=[C:5]2[C:10](=[CH:11][C:12]=1[O:13][CH3:14])[N:9]=[CH:8][CH:7]=[C:6]2[O:15][C:16]1[CH:22]=[CH:21][C:19]([NH:20][C:37]([NH:36][C:34](=[O:35])[C:29]2[CH:30]=[CH:31][CH:32]=[CH:33][C:28]=2[CH3:27])=[S:38])=[C:18]([F:23])[CH:17]=1. (2) The product is: [C:27]([NH:35][C:36]1[CH:48]=[C:47](/[CH:49]=[CH:50]/[C:2]2[CH:10]=[C:9]3[C:5]([CH2:6][C:7](=[O:11])[NH:8]3)=[CH:4][CH:3]=2)[CH:46]=[CH:45][C:37]=1[C:38]([O:40][C:41]([CH3:43])([CH3:44])[CH3:42])=[O:39])(=[O:34])[C:28]1[CH:29]=[CH:30][CH:31]=[CH:32][CH:33]=1. Given the reactants Br[C:2]1[CH:10]=[C:9]2[C:5]([CH2:6][C:7](=[O:11])[NH:8]2)=[CH:4][CH:3]=1.C1(CNCC2CCCCC2)CCCCC1.[C:27]([NH:35][C:36]1[CH:48]=[C:47]([CH:49]=[CH2:50])[CH:46]=[CH:45][C:37]=1[C:38]([O:40][C:41]([CH3:44])([CH3:43])[CH3:42])=[O:39])(=[O:34])[C:28]1[CH:33]=[CH:32][CH:31]=[CH:30][CH:29]=1.C(=O)([O-])O.[Na+], predict the reaction product.